This data is from Full USPTO retrosynthesis dataset with 1.9M reactions from patents (1976-2016). The task is: Predict the reactants needed to synthesize the given product. (1) The reactants are: [C:1]([C:5]1[O:9][N:8]=[C:7]([NH:10][C:11]([NH:13][C:14]2[CH:19]=[CH:18][CH:17]=[C:16]([S:20][C:21]3[C:30]4[C:25](=[CH:26][C:27]([O:33][CH2:34][CH2:35][CH2:36]Cl)=[C:28]([O:31][CH3:32])[CH:29]=4)[N:24]=[CH:23][N:22]=3)[CH:15]=2)=[O:12])[CH:6]=1)([CH3:4])([CH3:3])[CH3:2].[NH:38]1[CH2:43][CH2:42][CH2:41][CH2:40][CH2:39]1. Given the product [C:1]([C:5]1[O:9][N:8]=[C:7]([NH:10][C:11]([NH:13][C:14]2[CH:19]=[CH:18][CH:17]=[C:16]([S:20][C:21]3[C:30]4[C:25](=[CH:26][C:27]([O:33][CH2:34][CH2:35][CH2:36][N:38]5[CH2:43][CH2:42][CH2:41][CH2:40][CH2:39]5)=[C:28]([O:31][CH3:32])[CH:29]=4)[N:24]=[CH:23][N:22]=3)[CH:15]=2)=[O:12])[CH:6]=1)([CH3:4])([CH3:3])[CH3:2], predict the reactants needed to synthesize it. (2) Given the product [CH3:20][N:19]([CH3:21])[C:11]1[CH:10]=[C:9]([N:2]2[CH2:3][CH:4]3[CH:5]([CH2:6][N:7]([C:29]([C:28]4[CH:32]=[CH:33][CH:34]=[CH:35][C:27]=4[N:23]4[N:24]=[CH:25][CH:26]=[N:22]4)=[O:30])[CH2:8]3)[CH2:1]2)[N:14]=[C:13]([C:15]([F:18])([F:17])[F:16])[N:12]=1, predict the reactants needed to synthesize it. The reactants are: [CH2:1]1[CH:5]2[CH2:6][NH:7][CH2:8][CH:4]2[CH2:3][N:2]1[C:9]1[N:14]=[C:13]([C:15]([F:18])([F:17])[F:16])[N:12]=[C:11]([N:19]([CH3:21])[CH3:20])[CH:10]=1.[N:22]1[N:23]([C:27]2[CH:35]=[CH:34][CH:33]=[CH:32][C:28]=2[C:29](O)=[O:30])[N:24]=[CH:25][CH:26]=1.CN(C(ON1N=NC2C=CC=NC1=2)=[N+](C)C)C.F[P-](F)(F)(F)(F)F.CCN(C(C)C)C(C)C. (3) Given the product [F:36][C:35]([F:38])([F:37])[C:33]1[CH:32]=[C:5]([CH:4]=[C:3]([C:2]([F:39])([F:1])[F:40])[CH:34]=1)[CH2:6][N:7]([CH2:13][C:14]1[C:15]([N:24]([CH2:28][CH:29]2[CH2:30][CH2:31]2)[CH2:25][CH2:26][CH3:27])=[N:16][C:17]2[C:22]([CH:23]=1)=[CH:21][CH:20]=[CH:19][CH:18]=2)[C:8]1[N:9]=[N:10][N:11]([CH2:42][C:43]([CH3:49])([CH3:48])[C:44]([O:46][CH3:47])=[O:45])[N:12]=1, predict the reactants needed to synthesize it. The reactants are: [F:1][C:2]([F:40])([F:39])[C:3]1[CH:4]=[C:5]([CH:32]=[C:33]([C:35]([F:38])([F:37])[F:36])[CH:34]=1)[CH2:6][N:7]([CH2:13][C:14]1[C:15]([N:24]([CH2:28][CH:29]2[CH2:31][CH2:30]2)[CH2:25][CH2:26][CH3:27])=[N:16][C:17]2[C:22]([CH:23]=1)=[CH:21][CH:20]=[CH:19][CH:18]=2)[C:8]1[N:9]=[N:10][NH:11][N:12]=1.O[CH2:42][C:43]([CH3:49])([CH3:48])[C:44]([O:46][CH3:47])=[O:45].C1(P(C2C=CC=CC=2)C2C=CC=CC=2)C=CC=CC=1.N(C(OCC)=O)=NC(OCC)=O.